This data is from Forward reaction prediction with 1.9M reactions from USPTO patents (1976-2016). The task is: Predict the product of the given reaction. (1) Given the reactants FC(F)(F)C(O)=O.[NH2:8][C:9]1[C:18]2[N:19]=[C:20]([CH2:27][O:28][CH3:29])[N:21]([CH2:22][C:23]([OH:26])([CH3:25])[CH3:24])[C:17]=2[C:16]2[CH:15]=[CH:14][C:13]([CH:30]=[CH:31][C:32]#[N:33])=[CH:12][C:11]=2[N:10]=1, predict the reaction product. The product is: [NH2:8][C:9]1[C:18]2[N:19]=[C:20]([CH2:27][O:28][CH3:29])[N:21]([CH2:22][C:23]([CH3:24])([OH:26])[CH3:25])[C:17]=2[C:16]2[CH:15]=[CH:14][C:13]([CH2:30][CH2:31][CH2:32][NH2:33])=[CH:12][C:11]=2[N:10]=1. (2) Given the reactants [C:1]([N:5]1[CH2:26][CH2:25][CH2:24][C:8]2[C:9]([Br:23])=[C:10]3[C:19]4[CH:18]=[C:17](Br)[C:16]([O:21][CH3:22])=[CH:15][C:14]=4[CH2:13][CH2:12][N:11]3[C:7]=2[C:6]1=[O:27])([CH3:4])([CH3:3])[CH3:2].[N:28]1[CH:33]=[CH:32][CH:31]=[C:30](B(O)O)[CH:29]=1.C([O-])([O-])=O.[K+].[K+], predict the reaction product. The product is: [C:1]([N:5]1[CH2:26][CH2:25][CH2:24][C:8]2[C:9]([Br:23])=[C:10]3[C:19]4[CH:18]=[C:17]([C:30]5[CH:29]=[N:28][CH:33]=[CH:32][CH:31]=5)[C:16]([O:21][CH3:22])=[CH:15][C:14]=4[CH2:13][CH2:12][N:11]3[C:7]=2[C:6]1=[O:27])([CH3:4])([CH3:3])[CH3:2]. (3) Given the reactants Br[C:2]1[CH:3]=[C:4]([C:7]([O:9][CH3:10])=[O:8])[O:5][CH:6]=1.C(=O)([O-])[O-].[K+].[K+].[CH3:17][N:18]1[C:22](B2OC(C)(C)C(C)(C)O2)=[CH:21][CH:20]=[N:19]1, predict the reaction product. The product is: [CH3:17][N:18]1[C:22]([C:2]2[CH:3]=[C:4]([C:7]([O:9][CH3:10])=[O:8])[O:5][CH:6]=2)=[CH:21][CH:20]=[N:19]1. (4) Given the reactants [CH3:1][O:2][C:3](=[O:24])[CH2:4][CH2:5][CH2:6][CH2:7][CH2:8][O:9][C:10]1[CH:15]=[CH:14][C:13]([NH2:16])=[C:12]([NH:17][C:18]2[CH:23]=[CH:22][CH:21]=[CH:20][CH:19]=2)[CH:11]=1.[CH3:25][O:26][C:27](OC)(OC)OC.[OH-].[Na+], predict the reaction product. The product is: [CH3:1][O:2][C:3](=[O:24])[CH2:4][CH2:5][CH2:6][CH2:7][CH2:8][O:9][C:10]1[CH:15]=[CH:14][C:13]2[N:16]=[C:25]([O:26][CH3:27])[N:17]([C:18]3[CH:19]=[CH:20][CH:21]=[CH:22][CH:23]=3)[C:12]=2[CH:11]=1. (5) Given the reactants [C:1]([NH:4][C:5]1[CH:13]=[CH:12][C:8]([C:9]([OH:11])=O)=[CH:7][CH:6]=1)(=[O:3])[CH3:2].[CH3:14][C:15]1[CH:20]=[C:19]([CH3:21])[CH:18]=[CH:17][C:16]=1[N:22]1[CH2:27][CH2:26][NH:25][CH2:24][CH2:23]1, predict the reaction product. The product is: [CH3:14][C:15]1[CH:20]=[C:19]([CH3:21])[CH:18]=[CH:17][C:16]=1[N:22]1[CH2:23][CH2:24][N:25]([C:9]([C:8]2[CH:7]=[CH:6][C:5]([NH:4][C:1](=[O:3])[CH3:2])=[CH:13][CH:12]=2)=[O:11])[CH2:26][CH2:27]1. (6) Given the reactants [N+:1]([O-:4])([O-])=[O:2].[K+].[F:13][C:12]([F:15])([F:14])[C:11](O[C:11](=[O:16])[C:12]([F:15])([F:14])[F:13])=[O:16].[CH3:19][O:20][C:21]1[CH:22]=[C:23]([C:27]2([NH2:31])[CH2:30][CH2:29][CH2:28]2)[CH:24]=[CH:25][CH:26]=1.C([O-])([O-])=O.[Na+].[Na+], predict the reaction product. The product is: [F:15][C:12]([F:13])([F:14])[C:11]([NH:31][C:27]1([C:23]2[CH:24]=[CH:25][C:26]([N+:1]([O-:4])=[O:2])=[C:21]([O:20][CH3:19])[CH:22]=2)[CH2:30][CH2:29][CH2:28]1)=[O:16]. (7) Given the reactants [CH3:1][N:2]1[CH2:7][CH2:6][NH:5][CH2:4][CH2:3]1.C(N(CC)CC)C.[CH3:15][O:16][C:17]1[CH:18]=[C:19]([N:23]2[C:32]3[C:27](=[CH:28][C:29]([F:34])=[C:30](F)[CH:31]=3)[C:26](=[O:35])[N:25]([O:36][CH2:37][C:38]3[CH:43]=[CH:42][CH:41]=[CH:40][CH:39]=3)[C:24]2=[O:44])[CH:20]=[CH:21][CH:22]=1, predict the reaction product. The product is: [CH3:15][O:16][C:17]1[CH:18]=[C:19]([N:23]2[C:32]3[C:27](=[CH:28][C:29]([F:34])=[C:30]([N:5]4[CH2:6][CH2:7][N:2]([CH3:1])[CH2:3][CH2:4]4)[CH:31]=3)[C:26](=[O:35])[N:25]([O:36][CH2:37][C:38]3[CH:43]=[CH:42][CH:41]=[CH:40][CH:39]=3)[C:24]2=[O:44])[CH:20]=[CH:21][CH:22]=1. (8) Given the reactants [NH2:1][C:2]1[CH:10]=[C:9]2[C:5]([C:6]([F:14])([F:13])[O:7][C:8]2([F:12])[F:11])=[CH:4][C:3]=1[OH:15].[C:16](O)(=[O:23])[C:17]1[CH:22]=[CH:21][N:20]=[CH:19][CH:18]=1.CCN=C=NCCCN(C)C.N1C=CC=CC=1, predict the reaction product. The product is: [F:13][C:6]1([F:14])[C:5]2[C:9](=[CH:10][C:2]([NH:1][C:16](=[O:23])[C:17]3[CH:22]=[CH:21][N:20]=[CH:19][CH:18]=3)=[C:3]([OH:15])[CH:4]=2)[C:8]([F:11])([F:12])[O:7]1.